This data is from Reaction yield outcomes from USPTO patents with 853,638 reactions. The task is: Predict the reaction yield, written as a fraction of the theoretical maximum amount of product (1.0 means a 100% yield; for example, 0.34 means a 34% yield). The reactants are [NH2:1][C@H:2]([CH:22]([CH3:24])[CH3:23])[CH2:3][NH:4][C:5](=[O:21])[C@@H:6]([NH:10][C:11]([O:13][CH2:14][C:15]1[CH:20]=[CH:19][CH:18]=[CH:17][CH:16]=1)=[O:12])[CH:7]([CH3:9])[CH3:8].C(N(CC)CC)C.[CH3:32][C:33]1[CH:41]=[CH:40][C:36]([C:37](Cl)=[O:38])=[CH:35][CH:34]=1. The catalyst is ClCCl. The product is [CH3:23][CH:22]([CH3:24])[C@@H:2]([NH:1][C:37](=[O:38])[C:36]1[CH:40]=[CH:41][C:33]([CH3:32])=[CH:34][CH:35]=1)[CH2:3][NH:4][C:5](=[O:21])[C@@H:6]([NH:10][C:11]([O:13][CH2:14][C:15]1[CH:16]=[CH:17][CH:18]=[CH:19][CH:20]=1)=[O:12])[CH:7]([CH3:9])[CH3:8]. The yield is 0.480.